From a dataset of Catalyst prediction with 721,799 reactions and 888 catalyst types from USPTO. Predict which catalyst facilitates the given reaction. Reactant: [N:1]1[CH:6]=[CH:5][CH:4]=[CH:3][C:2]=1/[CH:7]=[N:8]/[OH:9].[Cl:10]N1C(=O)CCC1=O.O. Product: [OH:9][N:8]=[C:7]([Cl:10])[C:2]1[CH:3]=[CH:4][CH:5]=[CH:6][N:1]=1. The catalyst class is: 9.